From a dataset of Merck oncology drug combination screen with 23,052 pairs across 39 cell lines. Regression. Given two drug SMILES strings and cell line genomic features, predict the synergy score measuring deviation from expected non-interaction effect. (1) Cell line: KPL1. Drug 1: O=P1(N(CCCl)CCCl)NCCCO1. Drug 2: CCN(CC)CCNC(=O)c1c(C)[nH]c(C=C2C(=O)Nc3ccc(F)cc32)c1C. Synergy scores: synergy=9.77. (2) Drug 1: CCC1(O)CC2CN(CCc3c([nH]c4ccccc34)C(C(=O)OC)(c3cc4c(cc3OC)N(C)C3C(O)(C(=O)OC)C(OC(C)=O)C5(CC)C=CCN6CCC43C65)C2)C1. Drug 2: Cn1cc(-c2cnn3c(N)c(Br)c(C4CCCNC4)nc23)cn1. Cell line: UWB1289. Synergy scores: synergy=-29.5.